The task is: Regression. Given a peptide amino acid sequence and an MHC pseudo amino acid sequence, predict their binding affinity value. This is MHC class I binding data.. This data is from Peptide-MHC class I binding affinity with 185,985 pairs from IEDB/IMGT. (1) The peptide sequence is TSPDLSFSL. The MHC is HLA-A01:01 with pseudo-sequence HLA-A01:01. The binding affinity (normalized) is 0.0847. (2) The peptide sequence is IYASRPLDF. The MHC is HLA-A24:02 with pseudo-sequence HLA-A24:02. The binding affinity (normalized) is 1.00. (3) The peptide sequence is VSFQQPQQQY. The MHC is HLA-A68:01 with pseudo-sequence HLA-A68:01. The binding affinity (normalized) is 0. (4) The peptide sequence is PPTCPGYRWM. The MHC is Patr-B1301 with pseudo-sequence Patr-B1301. The binding affinity (normalized) is 0.411. (5) The peptide sequence is LTVKHMANV. The MHC is HLA-B15:01 with pseudo-sequence HLA-B15:01. The binding affinity (normalized) is 0.0847. (6) The peptide sequence is ETVWPFFYA. The MHC is HLA-A24:03 with pseudo-sequence HLA-A24:03. The binding affinity (normalized) is 0.213. (7) The peptide sequence is KFLEFSNRVY. The MHC is HLA-A31:01 with pseudo-sequence HLA-A31:01. The binding affinity (normalized) is 0.704. (8) The peptide sequence is FLPSDYFPSV. The MHC is HLA-B40:02 with pseudo-sequence HLA-B40:02. The binding affinity (normalized) is 0.0894. (9) The peptide sequence is YLPEVISTI. The MHC is H-2-Kb with pseudo-sequence H-2-Kb. The binding affinity (normalized) is 0.0936. (10) The peptide sequence is RFPITNNII. The MHC is HLA-A29:02 with pseudo-sequence HLA-A29:02. The binding affinity (normalized) is 0.